From a dataset of Full USPTO retrosynthesis dataset with 1.9M reactions from patents (1976-2016). Predict the reactants needed to synthesize the given product. (1) Given the product [F:20][C:21]1[CH:22]=[C:23]([CH:27]=[C:28]([N:30]2[CH2:31][CH2:32][CH2:33][CH2:34][CH2:35]2)[CH:29]=1)[C:6]([NH:7][C:8]1[C:17]2[C:12](=[CH:13][CH:14]=[CH:15][CH:16]=2)[C:11]([O:18][CH2:37][CH2:38][CH2:39][N:40]2[CH2:44][CH2:43][CH2:42][C:41]2=[O:45])=[CH:10][CH:9]=1)=[O:19], predict the reactants needed to synthesize it. The reactants are: C(O[C:6](=[O:19])[NH:7][C:8]1[C:17]2[C:12](=[CH:13][CH:14]=[CH:15][CH:16]=2)[C:11]([OH:18])=[CH:10][CH:9]=1)(C)(C)C.[F:20][C:21]1[CH:22]=[C:23]([CH:27]=[C:28]([N:30]2[CH2:35][CH2:34][CH2:33][CH2:32][CH2:31]2)[CH:29]=1)C(O)=O.O[CH2:37][CH2:38][CH2:39][N:40]1[CH2:44][CH2:43][CH2:42][C:41]1=[O:45]. (2) Given the product [OH:18][C:14]1[CH:13]=[C:12]([C:10](=[O:11])[CH2:9][CH2:8][CH2:7][N:1]2[CH2:6][CH2:5][O:4][CH2:3][CH2:2]2)[CH:17]=[CH:16][CH:15]=1, predict the reactants needed to synthesize it. The reactants are: [N:1]1([CH2:7][CH2:8][CH2:9][C:10]([C:12]2[CH:17]=[CH:16][CH:15]=[C:14]([O:18]CC3C=CC=CC=3)[CH:13]=2)=[O:11])[CH2:6][CH2:5][O:4][CH2:3][CH2:2]1.CC1CC=CCC=1.